Predict the product of the given reaction. From a dataset of Forward reaction prediction with 1.9M reactions from USPTO patents (1976-2016). (1) Given the reactants [CH2:1]([C:8]1[CH:9]=[N:10][C:11]2[C:16]([C:17]=1[CH2:18][C:19]1[CH:20]=[C:21]([OH:25])[CH:22]=[CH:23][CH:24]=1)=[CH:15][CH:14]=[CH:13][C:12]=2[C:26]([F:29])([F:28])[F:27])[C:2]1[CH:7]=[CH:6][CH:5]=[CH:4][CH:3]=1.Br[CH2:31][C:32]1[CH:33]=[C:34]([CH:39]=[CH:40][CH:41]=1)[C:35]([O:37][CH3:38])=[O:36].C([O-])([O-])=O.[Cs+].[Cs+], predict the reaction product. The product is: [CH2:1]([C:8]1[CH:9]=[N:10][C:11]2[C:16]([C:17]=1[CH2:18][C:19]1[CH:20]=[C:21]([CH:22]=[CH:23][CH:24]=1)[O:25][CH2:31][C:32]1[CH:33]=[C:34]([CH:39]=[CH:40][CH:41]=1)[C:35]([O:37][CH3:38])=[O:36])=[CH:15][CH:14]=[CH:13][C:12]=2[C:26]([F:28])([F:29])[F:27])[C:2]1[CH:7]=[CH:6][CH:5]=[CH:4][CH:3]=1. (2) The product is: [Cl:13][C:12]1[CH:11]=[C:10]([Cl:14])[CH:9]=[C:8]([Cl:15])[C:7]=1[N:6]1[C:2]2=[N:1][C:31]([CH2:30][C:26]3[CH:27]=[CH:28][CH:29]=[C:24]([O:23][CH3:22])[CH:25]=3)=[N:21][C:19](=[O:20])[C:3]2=[C:4]([CH:16]([CH3:18])[CH3:17])[NH:5]1. Given the reactants [NH2:1][C:2]1[N:6]([C:7]2[C:12]([Cl:13])=[CH:11][C:10]([Cl:14])=[CH:9][C:8]=2[Cl:15])[N:5]=[C:4]([CH:16]([CH3:18])[CH3:17])[C:3]=1[C:19]([NH2:21])=[O:20].[CH3:22][O:23][C:24]1[CH:25]=[C:26]([CH2:30][C:31](Cl)=O)[CH:27]=[CH:28][CH:29]=1.[O-]CC.[Na+], predict the reaction product. (3) The product is: [O:1]1[CH:5]2[O:6][CH2:7][CH2:8][CH:4]2[CH:3]([O:9][C:10](=[O:51])[NH:11][CH:12]([CH2:44][C:45]2[CH:50]=[CH:49][CH:48]=[CH:47][CH:46]=2)[CH:13]([OH:43])[CH2:14][N:15]([S:20]([C:23]2[CH:28]=[CH:27][C:26]([NH2:29])=[C:25]([NH:32][CH:33]3[CH2:37][CH2:36][N:35]([CH:38]4[CH2:42][CH2:41][CH2:40][CH2:39]4)[CH2:34]3)[CH:24]=2)(=[O:21])=[O:22])[CH2:16][CH:17]([CH3:19])[CH3:18])[CH2:2]1. Given the reactants [O:1]1[CH:5]2[O:6][CH2:7][CH2:8][CH:4]2[CH:3]([O:9][C:10](=[O:51])[NH:11][CH:12]([CH2:44][C:45]2[CH:50]=[CH:49][CH:48]=[CH:47][CH:46]=2)[CH:13]([OH:43])[CH2:14][N:15]([S:20]([C:23]2[CH:28]=[CH:27][C:26]([N+:29]([O-])=O)=[C:25]([NH:32][CH:33]3[CH2:37][CH2:36][N:35]([CH:38]4[CH2:42][CH2:41][CH2:40][CH2:39]4)[CH2:34]3)[CH:24]=2)(=[O:22])=[O:21])[CH2:16][CH:17]([CH3:19])[CH3:18])[CH2:2]1.C([O-])=O.[NH4+], predict the reaction product.